Dataset: Full USPTO retrosynthesis dataset with 1.9M reactions from patents (1976-2016). Task: Predict the reactants needed to synthesize the given product. (1) Given the product [NH:10]1[C:11]2[C:7](=[CH:6][CH:5]=[CH:4][CH:3]=2)[C:8](=[O:13])[C:9]1=[O:12], predict the reactants needed to synthesize it. The reactants are: CO[C:3]1[CH:4]=[CH:5][CH:6]=[C:7]2[C:11]=1[NH:10][C:9](=[O:12])[C:8]2=[O:13].[H-].[Na+].IC. (2) Given the product [Cl:1][C:2]1[N:10]=[C:9]2[C:5]([N:6]=[C:7]([CH2:12][N:21]3[CH2:26][CH2:25][CH:24]([C:27]([OH:30])([CH3:29])[CH3:28])[CH2:23][CH2:22]3)[N:8]2[CH3:11])=[C:4]([N:14]2[CH2:19][CH2:18][O:17][CH2:16][C@H:15]2[CH3:20])[N:3]=1, predict the reactants needed to synthesize it. The reactants are: [Cl:1][C:2]1[N:10]=[C:9]2[C:5]([N:6]=[C:7]([CH:12]=O)[N:8]2[CH3:11])=[C:4]([N:14]2[CH2:19][CH2:18][O:17][CH2:16][C@H:15]2[CH3:20])[N:3]=1.[NH:21]1[CH2:26][CH2:25][CH:24]([C:27]([OH:30])([CH3:29])[CH3:28])[CH2:23][CH2:22]1.C(O[BH-](OC(=O)C)OC(=O)C)(=O)C.[Na+]. (3) Given the product [Cl:1][C:2]1[CH:7]=[C:6]([O:8][CH2:9][C:10]2([CH2:14][OH:15])[CH2:13][O:12][CH2:11]2)[CH:5]=[CH:4][C:3]=1[C:16]1[CH:21]=[CH:20][CH:19]=[C:18]([CH2:22][O:23][C:24]2[CH:29]=[CH:28][C:27]([C:30]3([CH2:34][C:35]([OH:37])=[O:36])[CH2:31][O:32][CH2:33]3)=[CH:26][CH:25]=2)[CH:17]=1, predict the reactants needed to synthesize it. The reactants are: [Cl:1][C:2]1[CH:7]=[C:6]([O:8][CH2:9][C:10]2([CH2:14][OH:15])[CH2:13][O:12][CH2:11]2)[CH:5]=[CH:4][C:3]=1[C:16]1[CH:21]=[CH:20][CH:19]=[C:18]([CH2:22][O:23][C:24]2[CH:29]=[CH:28][C:27]([C:30]3([CH2:34][C:35]([O:37]CC)=[O:36])[CH2:33][O:32][CH2:31]3)=[CH:26][CH:25]=2)[CH:17]=1.O.[OH-].[Li+]. (4) Given the product [CH2:10]([C:8]1[N:9]=[C:4]([C:1]([NH2:2])=[O:3])[C:5]([NH:20][C:21]2[CH:26]=[CH:25][C:24]([CH:27]3[CH2:28][CH2:29][NH:30][CH2:31][CH2:32]3)=[C:23]([O:40][CH3:41])[CH:22]=2)=[N:6][C:7]=1[NH:12][C@H:13]1[CH2:14][CH2:15][C@H:16]([OH:19])[CH2:17][CH2:18]1)[CH3:11], predict the reactants needed to synthesize it. The reactants are: [C:1]([C:4]1[C:5]([NH:20][C:21]2[CH:26]=[CH:25][C:24]([CH:27]3[CH2:32][CH2:31][N:30](C(OC(C)(C)C)=O)[CH2:29][CH2:28]3)=[C:23]([O:40][CH3:41])[CH:22]=2)=[N:6][C:7]([NH:12][C@H:13]2[CH2:18][CH2:17][C@H:16]([OH:19])[CH2:15][CH2:14]2)=[C:8]([CH2:10][CH3:11])[N:9]=1)(=[O:3])[NH2:2].Cl. (5) Given the product [CH2:14]([NH:26][C:10](=[O:12])[CH2:9][CH2:8][N:5]1[CH2:4][CH2:3][N:2]([CH3:1])[CH2:7][CH2:6]1)[CH2:15][CH2:16][CH2:17][CH2:18][CH2:19][CH2:20][CH2:21][CH2:22][CH2:23][CH2:24][CH3:25], predict the reactants needed to synthesize it. The reactants are: [CH3:1][N:2]1[CH2:7][CH2:6][N:5]([CH2:8][CH2:9][C:10]([O:12]C)=O)[CH2:4][CH2:3]1.[CH2:14]([NH2:26])[CH2:15][CH2:16][CH2:17][CH2:18][CH2:19][CH2:20][CH2:21][CH2:22][CH2:23][CH2:24][CH3:25]. (6) Given the product [N:25]1([C:23]([N:20]2[CH2:19][CH:18]=[C:17]([C:15]3[S:16][C:9]4[C:8]([C:5]5[CH:4]=[CH:3][C:2]([NH:1][S:34]([CH:31]6[CH2:33][CH2:32]6)(=[O:36])=[O:35])=[CH:7][CH:6]=5)=[N:13][CH:12]=[N:11][C:10]=4[CH:14]=3)[CH2:22][CH2:21]2)=[O:24])[CH2:26][CH2:27][O:28][CH2:29][CH2:30]1, predict the reactants needed to synthesize it. The reactants are: [NH2:1][C:2]1[CH:7]=[CH:6][C:5]([C:8]2[C:9]3[S:16][C:15]([C:17]4[CH2:18][CH2:19][N:20]([C:23]([N:25]5[CH2:30][CH2:29][O:28][CH2:27][CH2:26]5)=[O:24])[CH2:21][CH:22]=4)=[CH:14][C:10]=3[N:11]=[CH:12][N:13]=2)=[CH:4][CH:3]=1.[CH:31]1([S:34](Cl)(=[O:36])=[O:35])[CH2:33][CH2:32]1. (7) Given the product [CH2:44]([N:51]1[CH2:11][C:6]2[C:7](=[CH:8][CH:9]=[C:4]([N+:1]([O-:3])=[O:2])[CH:5]=2)[CH2:10]1)[C:45]1[CH:50]=[CH:49][CH:48]=[CH:47][CH:46]=1, predict the reactants needed to synthesize it. The reactants are: [N+:1]([C:4]1[CH:5]=[C:6]([CH3:11])[C:7]([CH3:10])=[CH:8][CH:9]=1)([O-:3])=[O:2].C1C(=O)N(Br)C(=O)C1.C(OOC(=O)C1C=CC=CC=1)(=O)C1C=CC=CC=1.C([O-])([O-])=O.[Na+].[Na+].[CH2:44]([NH2:51])[C:45]1[CH:50]=[CH:49][CH:48]=[CH:47][CH:46]=1. (8) Given the product [Cl:15][C:16]1[N:21]=[C:20]([N:7]2[C:6]3[CH:8]=[CH:9][CH:10]=[C:11]([O:12][CH3:13])[C:5]=3[N:4]=[C:3]2[CH:2]([F:1])[F:14])[N:19]=[C:18]([N:23]2[CH2:24][CH2:25][N:26]([C:29]([O:31][C:32]([CH3:35])([CH3:34])[CH3:33])=[O:30])[CH2:27][CH2:28]2)[N:17]=1, predict the reactants needed to synthesize it. The reactants are: [F:1][CH:2]([F:14])[C:3]1[NH:7][C:6]2[CH:8]=[CH:9][CH:10]=[C:11]([O:12][CH3:13])[C:5]=2[N:4]=1.[Cl:15][C:16]1[N:21]=[C:20](Cl)[N:19]=[C:18]([N:23]2[CH2:28][CH2:27][N:26]([C:29]([O:31][C:32]([CH3:35])([CH3:34])[CH3:33])=[O:30])[CH2:25][CH2:24]2)[N:17]=1.C([O-])([O-])=O.[K+].[K+].O.